From a dataset of Catalyst prediction with 721,799 reactions and 888 catalyst types from USPTO. Predict which catalyst facilitates the given reaction. (1) Reactant: [CH2:1]([N:8]1[CH2:12][CH2:11][C@H:10]([OH:13])[CH2:9]1)[C:2]1[CH:7]=[CH:6][CH:5]=[CH:4][CH:3]=1.[C:14]([Cl:22])(=[O:21])[C:15]1[CH:20]=[CH:19][CH:18]=[CH:17][CH:16]=1.C(OC)(C)(C)C. Product: [ClH:22].[C:14]([O:13][C@H:10]1[CH2:11][CH2:12][N:8]([CH2:1][C:2]2[CH:3]=[CH:4][CH:5]=[CH:6][CH:7]=2)[CH2:9]1)(=[O:21])[C:15]1[CH:20]=[CH:19][CH:18]=[CH:17][CH:16]=1. The catalyst class is: 4. (2) Reactant: [F:1][C:2]1([F:60])[CH2:7][CH2:6][CH:5]([C:8]2[C:17]3[CH:16]([O:18]CC4C=CC(OC)=CC=4)[CH2:15][C:14]([CH3:29])([CH3:28])[CH2:13][C:12]=3[N:11]=[C:10]([CH:30]3[CH2:35][CH2:34][N:33]([C:36]4[N:41]=[CH:40][C:39]([CH:42](O)[CH2:43][CH:44]([CH3:46])[CH3:45])=[CH:38][N:37]=4)[CH2:32][CH2:31]3)[C:9]=2[CH:48]([F:59])[C:49]2[CH:54]=[CH:53][C:52]([C:55]([F:58])([F:57])[F:56])=[CH:51][CH:50]=2)[CH2:4][CH2:3]1.Cl.C(=O)([O-])O.[Na+]. Product: [F:60][C:2]1([F:1])[CH2:3][CH2:4][CH:5]([C:8]2[C:17]3[CH:16]([OH:18])[CH2:15][C:14]([CH3:28])([CH3:29])[CH2:13][C:12]=3[N:11]=[C:10]([CH:30]3[CH2:31][CH2:32][N:33]([C:36]4[N:41]=[CH:40][C:39](/[CH:42]=[CH:43]/[CH:44]([CH3:45])[CH3:46])=[CH:38][N:37]=4)[CH2:34][CH2:35]3)[C:9]=2[CH:48]([F:59])[C:49]2[CH:50]=[CH:51][C:52]([C:55]([F:56])([F:58])[F:57])=[CH:53][CH:54]=2)[CH2:6][CH2:7]1. The catalyst class is: 12. (3) Reactant: [CH3:1][O:2][C:3]1[C:4]([O:11][CH3:12])=[C:5]([O:9][CH3:10])[CH:6]=[CH:7][CH:8]=1.[N+:13]([O-])([OH:15])=[O:14]. Product: [CH3:10][O:9][C:5]1[CH:6]=[C:7]([N+:13]([O-:15])=[O:14])[CH:8]=[C:3]([O:2][CH3:1])[C:4]=1[O:11][CH3:12]. The catalyst class is: 52.